From a dataset of Forward reaction prediction with 1.9M reactions from USPTO patents (1976-2016). Predict the product of the given reaction. (1) Given the reactants [OH:1][CH2:2][C:3]1[CH:4]=[C:5]2[C:10](=[CH:11][CH:12]=1)[C:9](=[O:13])[N:8]([CH2:14][CH:15]([CH3:17])[CH3:16])[C:7]([CH2:18][NH:19][C:20](=[O:26])[O:21][C:22]([CH3:25])([CH3:24])[CH3:23])=[C:6]2[C:27]1[CH:32]=[CH:31][CH:30]=[CH:29][CH:28]=1, predict the reaction product. The product is: [CH:2]([C:3]1[CH:4]=[C:5]2[C:10](=[CH:11][CH:12]=1)[C:9](=[O:13])[N:8]([CH2:14][CH:15]([CH3:17])[CH3:16])[C:7]([CH2:18][NH:19][C:20](=[O:26])[O:21][C:22]([CH3:25])([CH3:24])[CH3:23])=[C:6]2[C:27]1[CH:28]=[CH:29][CH:30]=[CH:31][CH:32]=1)=[O:1]. (2) Given the reactants [OH:1][CH2:2][CH2:3][CH2:4][CH2:5][CH2:6][CH2:7][C@H:8]([NH:29][C:30](=[O:44])[CH2:31][C:32]1[C:40]2[C:35](=[CH:36][CH:37]=[C:38]([O:41][CH3:42])[CH:39]=2)[NH:34][C:33]=1[CH3:43])[C:9]([NH:11][CH2:12][CH2:13][C:14]1[C:22]2[C:17](=[CH:18][CH:19]=[CH:20][CH:21]=2)[NH:16][C:15]=1[C:23]1[CH:28]=[CH:27][CH:26]=[CH:25][CH:24]=1)=[O:10].CCN(CC)CC, predict the reaction product. The product is: [CH3:42][O:41][C:38]1[CH:39]=[C:40]2[C:35](=[CH:36][CH:37]=1)[NH:34][C:33]([CH3:43])=[C:32]2[CH2:31][C:30]([NH:29][C@@H:8]([CH2:7][CH2:6][CH2:5][CH2:4][CH2:3][CH:2]=[O:1])[C:9]([NH:11][CH2:12][CH2:13][C:14]1[C:22]2[C:17](=[CH:18][CH:19]=[CH:20][CH:21]=2)[NH:16][C:15]=1[C:23]1[CH:28]=[CH:27][CH:26]=[CH:25][CH:24]=1)=[O:10])=[O:44].